Dataset: Forward reaction prediction with 1.9M reactions from USPTO patents (1976-2016). Task: Predict the product of the given reaction. The product is: [NH2:1][C:2]1[CH:3]=[C:4]([C:5]([N:12]2[CH2:17][CH2:16][CH2:15][C@@H:14]3[C:18]4[CH:19]=[CH:20][CH:21]=[CH:22][C:23]=4[CH2:24][C@H:13]23)=[O:7])[CH:8]=[CH:9][C:10]=1[Cl:11]. Given the reactants [NH2:1][C:2]1[CH:3]=[C:4]([CH:8]=[CH:9][C:10]=1[Cl:11])[C:5]([OH:7])=O.[NH:12]1[CH2:17][CH2:16][CH2:15][C@@H:14]2[C:18]3[CH:19]=[CH:20][CH:21]=[CH:22][C:23]=3[CH2:24][C@H:13]12.F[P-](F)(F)(F)(F)F.N1(OC(N(C)C)=[N+](C)C)C2N=CC=CC=2N=N1, predict the reaction product.